From a dataset of Reaction yield outcomes from USPTO patents with 853,638 reactions. Predict the reaction yield, written as a fraction of the theoretical maximum amount of product (1.0 means a 100% yield; for example, 0.34 means a 34% yield). (1) The yield is 0.450. The product is [CH3:11][CH:5]([C:1](=[O:4])[CH2:2][CH3:3])[C:6]([O:8][CH2:9][CH3:10])=[O:7]. The reactants are [C:1]([CH2:5][C:6]([O:8][CH2:9][CH3:10])=[O:7])(=[O:4])[CH2:2][CH3:3].[C:11](OCC)(=O)CC(C)=O. No catalyst specified. (2) The reactants are Br[C:2]1[O:6][C:5]([CH3:7])=[C:4]([CH:8]=[O:9])[CH:3]=1.[CH3:10][C:11]1[CH:12]=[C:13](B(O)O)[CH:14]=[N:15][CH:16]=1.C(=O)([O-])[O-].[Na+].[Na+].COCCOC. The catalyst is C1C=CC([P]([Pd]([P](C2C=CC=CC=2)(C2C=CC=CC=2)C2C=CC=CC=2)([P](C2C=CC=CC=2)(C2C=CC=CC=2)C2C=CC=CC=2)[P](C2C=CC=CC=2)(C2C=CC=CC=2)C2C=CC=CC=2)(C2C=CC=CC=2)C2C=CC=CC=2)=CC=1.O. The product is [CH3:10][C:11]1[CH:12]=[C:13]([C:2]2[O:6][C:5]([CH3:7])=[C:4]([CH:8]=[O:9])[CH:3]=2)[CH:14]=[N:15][CH:16]=1. The yield is 0.810. (3) The reactants are [CH3:1][O:2][C:3]1[CH:4]=[C:5]2[C:10](=[CH:11][C:12]=1[O:13][CH3:14])[N:9]1[CH:15]=[N:16][C:17]([C:18]([OH:20])=O)=[C:8]1[CH2:7][CH2:6]2.[C:21]([NH:25][CH3:26])([CH3:24])([CH3:23])[CH3:22].C(N(CC)C(C)C)(C)C.CN(C(ON1N=NC2C=CC=NC1=2)=[N+](C)C)C.F[P-](F)(F)(F)(F)F. The catalyst is CN(C=O)C.O. The product is [C:21]([N:25]([CH3:26])[C:18]([C:17]1[N:16]=[CH:15][N:9]2[C:10]3[C:5](=[CH:4][C:3]([O:2][CH3:1])=[C:12]([O:13][CH3:14])[CH:11]=3)[CH2:6][CH2:7][C:8]=12)=[O:20])([CH3:24])([CH3:23])[CH3:22]. The yield is 0.470. (4) The reactants are [CH3:1][O:2][C:3]([C:5]1[CH:6]2[NH:12][CH:9]([CH2:10][CH:11]=1)[CH2:8][CH2:7]2)=[O:4].[C:13]([C:15]1[C:24]2[C:19](=[CH:20][CH:21]=[CH:22][CH:23]=2)[C:18](F)=[CH:17][CH:16]=1)#[N:14]. The catalyst is N1C=CC=CC=1. The product is [CH3:1][O:2][C:3]([C:5]1[CH:6]2[N:12]([C:18]3[C:19]4[C:24](=[CH:23][CH:22]=[CH:21][CH:20]=4)[C:15]([C:13]#[N:14])=[CH:16][CH:17]=3)[CH:9]([CH2:10][CH:11]=1)[CH2:8][CH2:7]2)=[O:4]. The yield is 0.0600. (5) The reactants are Cl.[NH2:2][C@H:3]([CH:19]([CH3:21])[CH3:20])[C:4]([N:6]1[CH2:11][CH2:10][CH:9]([C:12]2[CH:17]=[CH:16][C:15]([Cl:18])=[CH:14][CH:13]=2)[CH2:8][CH2:7]1)=[O:5].CCN(C(C)C)C(C)C.[Cl:31][CH2:32][C:33]1[CH:34]=[C:35]([CH:39]=[CH:40][CH:41]=1)[C:36](Cl)=[O:37]. The catalyst is C(Cl)Cl. The product is [Cl:31][CH2:32][C:33]1[CH:34]=[C:35]([CH:39]=[CH:40][CH:41]=1)[C:36]([NH:2][C@H:3]([CH:19]([CH3:21])[CH3:20])[C:4]([N:6]1[CH2:11][CH2:10][CH:9]([C:12]2[CH:13]=[CH:14][C:15]([Cl:18])=[CH:16][CH:17]=2)[CH2:8][CH2:7]1)=[O:5])=[O:37]. The yield is 0.580.